Dataset: Tyrosyl-DNA phosphodiesterase HTS with 341,365 compounds. Task: Binary Classification. Given a drug SMILES string, predict its activity (active/inactive) in a high-throughput screening assay against a specified biological target. (1) The result is 0 (inactive). The compound is O=C(NC1C(CCCC1)C)CN1C(=O)C(NC1=O)(CC)c1ccc(OC)cc1. (2) The molecule is Clc1c(cc(S(=O)(=O)N(c2ccccc2)C)cc1)C(=O)NCCc1ccc(OC)cc1. The result is 0 (inactive). (3) The compound is o1c(ccc1C#Cc1ccccc1)C(OC)=O. The result is 0 (inactive). (4) The molecule is O=C(NC1CC1)CNC(=O)c1ccc(cc1)C. The result is 0 (inactive).